From a dataset of Catalyst prediction with 721,799 reactions and 888 catalyst types from USPTO. Predict which catalyst facilitates the given reaction. Reactant: [CH3:1][C:2]1[N:14]2[C:5]([C:6]3[CH:7]=[C:8]([C:23]4[CH:28]=[CH:27][CH:26]=[CH:25][CH:24]=4)[C:9]([C:15]4[CH:22]=[CH:21][C:18]([CH:19]=[O:20])=[CH:17][CH:16]=4)=[N:10][C:11]=3[CH:12]=[CH:13]2)=[N:4][N:3]=1.[BH4-].[Na+].C(OCC)(=O)C. Product: [CH3:1][C:2]1[N:14]2[C:5]([C:6]3[CH:7]=[C:8]([C:23]4[CH:28]=[CH:27][CH:26]=[CH:25][CH:24]=4)[C:9]([C:15]4[CH:16]=[CH:17][C:18]([CH2:19][OH:20])=[CH:21][CH:22]=4)=[N:10][C:11]=3[CH:12]=[CH:13]2)=[N:4][N:3]=1. The catalyst class is: 5.